This data is from Reaction yield outcomes from USPTO patents with 853,638 reactions. The task is: Predict the reaction yield, written as a fraction of the theoretical maximum amount of product (1.0 means a 100% yield; for example, 0.34 means a 34% yield). (1) The reactants are [Br:1][C:2]1[CH:3]=[N:4][C:5]([N:8]([CH3:16])[C@H:9]2[CH2:14][CH2:13][C@H:12]([OH:15])[CH2:11][CH2:10]2)=[N:6][CH:7]=1.[Br:17][CH2:18]/[CH:19]=[CH:20]/[CH2:21]Br.[OH-].[Na+]. The catalyst is S([O-])(O)(=O)=O.C([N+](CCCC)(CCCC)CCCC)CCC.C(Cl)Cl. The product is [Br:17][CH2:18]/[CH:19]=[CH:20]/[CH2:21][O:15][C@H:12]1[CH2:11][CH2:10][C@H:9]([N:8]([C:5]2[N:4]=[CH:3][C:2]([Br:1])=[CH:7][N:6]=2)[CH3:16])[CH2:14][CH2:13]1. The yield is 0.220. (2) The reactants are [S:1]([C:5]1[CH:32]=[CH:31][C:8]([C:9]([NH:11][C:12]2[CH:17]=[C:16]([C:18]3[S:19][CH:20]=[CH:21][CH:22]=3)[CH:15]=[CH:14][C:13]=2[NH:23]C(=O)OC(C)(C)C)=[O:10])=[CH:7][CH:6]=1)(=[O:4])(=[O:3])[NH2:2].C(O)(C(F)(F)F)=O. The catalyst is C(Cl)Cl. The product is [NH2:23][C:13]1[CH:14]=[CH:15][C:16]([C:18]2[S:19][CH:20]=[CH:21][CH:22]=2)=[CH:17][C:12]=1[NH:11][C:9](=[O:10])[C:8]1[CH:31]=[CH:32][C:5]([S:1](=[O:3])(=[O:4])[NH2:2])=[CH:6][CH:7]=1. The yield is 0.249. (3) The reactants are N[C:2]1[CH:3]=[N:4][C:5]2[C:10]([CH:11]=1)=[CH:9][C:8]([CH3:12])=[CH:7][CH:6]=2.N([O-])=[O:14].[Na+].[OH-].[Na+]. The catalyst is OS(O)(=O)=O.O. The product is [OH:14][C:2]1[CH:3]=[N:4][C:5]2[C:10]([CH:11]=1)=[CH:9][C:8]([CH3:12])=[CH:7][CH:6]=2. The yield is 0.290. (4) The reactants are [Cl:1][C:2]1[C:11]([OH:12])=[CH:10][C:5]([C:6]([O:8]C)=[O:7])=[CH:4][N:3]=1.[OH-].[K+].[CH3:15]I.O. The catalyst is CS(C)=O.Cl. The product is [Cl:1][C:2]1[C:11]([O:12][CH3:15])=[CH:10][C:5]([C:6]([OH:8])=[O:7])=[CH:4][N:3]=1. The yield is 0.890. (5) The product is [F:19][C:13]1[CH:14]=[C:15]([CH3:18])[CH:16]=[CH:17][C:12]=1[C:7]1[C:6]([CH2:4][OH:3])=[C:10]([CH3:11])[O:9][N:8]=1. No catalyst specified. The reactants are C([O:3][C:4]([C:6]1[C:7]([C:12]2[CH:17]=[CH:16][C:15]([CH3:18])=[CH:14][C:13]=2[F:19])=[N:8][O:9][C:10]=1[CH3:11])=O)C.C(OC(C1C(C2C=CC=CC=2F)=NOC=1C)=O)C. The yield is 1.00. (6) The reactants are [CH3:1][C:2]([C:4]1[CH:5]=[CH:6][CH:7]=[C:8]([OH:10])[CH:9]=1)=[O:3].N1C=CC=CC=1.[C:17](Cl)(=[O:24])[C:18]1[CH:23]=[CH:22][CH:21]=[CH:20][CH:19]=1.C(=O)([O-])O.[Na+]. The catalyst is ClCCl. The product is [C:2]([C:4]1[CH:9]=[C:8]([O:10][C:17](=[O:24])[C:18]2[CH:23]=[CH:22][CH:21]=[CH:20][CH:19]=2)[CH:7]=[CH:6][CH:5]=1)(=[O:3])[CH3:1]. The yield is 0.990.